Dataset: Peptide-MHC class I binding affinity with 185,985 pairs from IEDB/IMGT. Task: Regression. Given a peptide amino acid sequence and an MHC pseudo amino acid sequence, predict their binding affinity value. This is MHC class I binding data. (1) The peptide sequence is RKRLMSMVK. The MHC is HLA-B27:05 with pseudo-sequence HLA-B27:05. The binding affinity (normalized) is 0.574. (2) The peptide sequence is HHSDDALFI. The MHC is HLA-B39:01 with pseudo-sequence HLA-B39:01. The binding affinity (normalized) is 0.620. (3) The peptide sequence is FDEISMATNY. The MHC is HLA-A26:01 with pseudo-sequence HLA-A26:01. The binding affinity (normalized) is 0.395. (4) The peptide sequence is SNLTNNDQV. The MHC is H-2-Db with pseudo-sequence H-2-Db. The binding affinity (normalized) is 0.332. (5) The peptide sequence is SFPWLLGCAA. The MHC is Patr-A0401 with pseudo-sequence Patr-A0401. The binding affinity (normalized) is 0.0779. (6) The peptide sequence is KPTFKHASV. The MHC is HLA-A02:19 with pseudo-sequence HLA-A02:19. The binding affinity (normalized) is 0.0847. (7) The MHC is H-2-Kb with pseudo-sequence H-2-Kb. The peptide sequence is IVLCIAAL. The binding affinity (normalized) is 0.521.